Dataset: Reaction yield outcomes from USPTO patents with 853,638 reactions. Task: Predict the reaction yield, written as a fraction of the theoretical maximum amount of product (1.0 means a 100% yield; for example, 0.34 means a 34% yield). (1) The reactants are [F:1][C:2]1[N:7]=[C:6]([C:8]2[N:28]=[C:11]3[CH:12]=[C:13]([NH:16][C:17]([C:19]4[N:23]([CH3:24])[N:22]=[CH:21][C:20]=4[C:25](O)=[O:26])=[O:18])[CH:14]=[CH:15][N:10]3[N:9]=2)[CH:5]=[CH:4][CH:3]=1.[NH:29]1[CH2:32][CH2:31][CH2:30]1. No catalyst specified. The product is [F:1][C:2]1[N:7]=[C:6]([C:8]2[N:28]=[C:11]3[CH:12]=[C:13]([NH:16][C:17]([C:19]4[N:23]([CH3:24])[N:22]=[CH:21][C:20]=4[C:25]([N:29]4[CH2:32][CH2:31][CH2:30]4)=[O:26])=[O:18])[CH:14]=[CH:15][N:10]3[N:9]=2)[CH:5]=[CH:4][CH:3]=1. The yield is 0.726. (2) The reactants are [N-:1]=[N+:2]=[N-:3].[Na+].[Si](Cl)(Cl)(Cl)Cl.[N+:10]([C:13]1[C:22]2[C:17](=[CH:18][CH:19]=[CH:20][CH:21]=2)[CH:16]=[CH:15][C:14]=1[NH:23][C:24]1[CH:29]=[CH:28][C:27]([NH:30][C:31](=O)[CH2:32][CH2:33][C:34]2[CH:35]=[N:36][CH:37]=[CH:38][CH:39]=2)=[CH:26][CH:25]=1)([O-:12])=[O:11].C(=O)([O-])O.[Na+]. The catalyst is C(#N)C. The product is [N+:10]([C:13]1[C:22]2[C:17](=[CH:18][CH:19]=[CH:20][CH:21]=2)[CH:16]=[CH:15][C:14]=1[NH:23][C:24]1[CH:29]=[CH:28][C:27]([N:30]2[C:31]([CH2:32][CH2:33][C:34]3[CH:35]=[N:36][CH:37]=[CH:38][CH:39]=3)=[N:3][N:2]=[N:1]2)=[CH:26][CH:25]=1)([O-:12])=[O:11]. The yield is 0.760. (3) The reactants are [C:1]1([C:7]2([CH3:15])[CH2:12][N:11]([CH3:13])[C:10](=[O:14])[NH:9][CH2:8]2)[CH2:6][CH2:5][CH2:4][CH2:3][CH:2]=1.[H-].[Na+].[CH2:18]1[O:26][CH:19]1[C:20]1[CH:25]=[CH:24][CH:23]=[CH:22][CH:21]=1. The catalyst is CN(C=O)C. The product is [C:1]1([C:7]2([CH3:15])[CH2:8][N:9]([CH2:18][CH:19]([OH:26])[C:20]3[CH:25]=[CH:24][CH:23]=[CH:22][CH:21]=3)[C:10](=[O:14])[N:11]([CH3:13])[CH2:12]2)[CH2:6][CH2:5][CH2:4][CH2:3][CH:2]=1. The yield is 0.250.